From a dataset of Peptide-MHC class II binding affinity with 134,281 pairs from IEDB. Regression. Given a peptide amino acid sequence and an MHC pseudo amino acid sequence, predict their binding affinity value. This is MHC class II binding data. (1) The peptide sequence is LTPVTMAEVRLAAMFKK. The MHC is DRB1_0301 with pseudo-sequence DRB1_0301. The binding affinity (normalized) is 0.778. (2) The peptide sequence is FSTGLIIQGLKLMNS. The MHC is HLA-DQA10301-DQB10302 with pseudo-sequence HLA-DQA10301-DQB10302. The binding affinity (normalized) is 0.393. (3) The peptide sequence is AAFKIAATAANSAPA. The MHC is DRB1_1302 with pseudo-sequence DRB1_1302. The binding affinity (normalized) is 0.945. (4) The peptide sequence is FTVFEAAFNNAIKAG. The MHC is DRB5_0101 with pseudo-sequence DRB5_0101. The binding affinity (normalized) is 0.653.